Task: Predict the reaction yield, written as a fraction of the theoretical maximum amount of product (1.0 means a 100% yield; for example, 0.34 means a 34% yield).. Dataset: Reaction yield outcomes from USPTO patents with 853,638 reactions The reactants are I[C:2]1[CH:3]=[C:4]([C:20]([NH:22][CH2:23][C:24]2[CH:29]=[CH:28][C:27]([S:30]([CH3:33])(=[O:32])=[O:31])=[CH:26][CH:25]=2)=[O:21])[C:5](=[O:19])[N:6]([C:9]2[CH:14]=[CH:13][CH:12]=[C:11]([C:15]([F:18])([F:17])[F:16])[CH:10]=2)[C:7]=1[CH3:8].[CH:34]([O:36][CH2:37][CH2:38][CH2:39][CH3:40])=[CH2:35].C(N(CC)CC)C. The catalyst is C1C=CC(P(C2C=CC=CC=2)CCP(C2C=CC=CC=2)C2C=CC=CC=2)=CC=1.C1C=CC(P(C2C=CC=CC=2)CCP(C2C=CC=CC=2)C2C=CC=CC=2)=CC=1.[Pd].CN(C=O)C. The product is [CH2:37]([O:36][C:34]([C:2]1[CH:3]=[C:4]([C:20]([NH:22][CH2:23][C:24]2[CH:29]=[CH:28][C:27]([S:30]([CH3:33])(=[O:31])=[O:32])=[CH:26][CH:25]=2)=[O:21])[C:5](=[O:19])[N:6]([C:9]2[CH:14]=[CH:13][CH:12]=[C:11]([C:15]([F:17])([F:16])[F:18])[CH:10]=2)[C:7]=1[CH3:8])=[CH2:35])[CH2:38][CH2:39][CH3:40]. The yield is 0.280.